Dataset: Full USPTO retrosynthesis dataset with 1.9M reactions from patents (1976-2016). Task: Predict the reactants needed to synthesize the given product. (1) Given the product [NH2:19][CH2:18][CH:12]([CH:6]1[C:5]2[C:9](=[CH:10][C:2]([Cl:1])=[CH:3][CH:4]=2)[NH:8][C:7]1=[O:11])[CH2:13][C:14]([CH3:17])([CH3:16])[CH3:15], predict the reactants needed to synthesize it. The reactants are: [Cl:1][C:2]1[CH:10]=[C:9]2[C:5]([CH:6]([CH:12]([CH2:18][N+:19]([O-])=O)[CH2:13][C:14]([CH3:17])([CH3:16])[CH3:15])[C:7](=[O:11])[NH:8]2)=[CH:4][CH:3]=1.[Cl-].[NH4+]. (2) Given the product [CH2:4]([O:3][C:1]#[C:2][C:13]([CH3:14])([OH:15])[C:12]([CH3:19])([CH3:11])[CH2:16][CH:17]=[CH2:18])[CH3:5], predict the reactants needed to synthesize it. The reactants are: [CH2:1]([O:3][C:4]#[CH:5])[CH3:2].[Li]CCCC.[CH3:11][C:12]([CH3:19])([CH2:16][CH:17]=[CH2:18])[C:13](=[O:15])[CH3:14].[NH4+].[Cl-]. (3) The reactants are: C(OC([NH:8][CH:9]([CH2:15][CH3:16])[CH:10]([OH:14])[C:11]([OH:13])=O)=O)(C)(C)C.C(Cl)CCl.C1C=CC2N(O)N=NC=2C=1.O[NH:32][C:33](=[NH:40])[C:34]1[CH:39]=[CH:38][CH:37]=[CH:36][CH:35]=1.CN1CCOCC1.C1C2C(C3ON=C(N)N=3)CN(C2)C1.[C:61]([OH:67])([C:63]([F:66])([F:65])[F:64])=[O:62]. Given the product [NH2:8][C@@H:9]([CH2:15][CH3:16])[CH:10]([C:11]1[O:13][N:40]=[C:33]([C:34]2[CH:39]=[CH:38][CH:37]=[CH:36][CH:35]=2)[N:32]=1)[OH:14].[C:61]([OH:67])([C:63]([F:66])([F:65])[F:64])=[O:62], predict the reactants needed to synthesize it. (4) Given the product [Cl:31][C:9]1[C:8]([N:5]2[CH2:6][CH2:7][C@H:2]3[NH:1][C:42](=[O:43])[O:32][C@@H:3]3[CH2:4]2)=[CH:13][C:12]([C:14]#[N:15])=[CH:11][C:10]=1[NH:16][C:17]1[N:22]=[C:21]([NH:23][CH2:24][CH3:25])[C:20]2=[N:26][CH:27]=[C:28]([C:29]#[N:30])[N:19]2[N:18]=1, predict the reactants needed to synthesize it. The reactants are: [NH2:1][C@@H:2]1[CH2:7][CH2:6][N:5]([C:8]2[C:9]([Cl:31])=[C:10]([NH:16][C:17]3[N:22]=[C:21]([NH:23][CH2:24][CH3:25])[C:20]4=[N:26][CH:27]=[C:28]([C:29]#[N:30])[N:19]4[N:18]=3)[CH:11]=[C:12]([C:14]#[N:15])[CH:13]=2)[CH2:4][C@H:3]1[OH:32].CCN(C(C)C)C(C)C.[C:42](Cl)(=O)[O:43]C1C=CC([N+]([O-])=O)=CC=1. (5) Given the product [OH:1][C:2]1([C:8]2[CH:13]=[CH:12][CH:11]=[C:10]([C:14]([F:17])([F:15])[F:16])[CH:9]=2)[CH2:7][CH2:6][N:5]([CH2:35][CH2:34][C:32]2[CH:31]=[CH:30][C:29]3[S:25][CH:26]=[CH:27][C:28]=3[CH:33]=2)[CH2:4][CH2:3]1, predict the reactants needed to synthesize it. The reactants are: [OH:1][C:2]1([C:8]2[CH:13]=[CH:12][CH:11]=[C:10]([C:14]([F:17])([F:16])[F:15])[CH:9]=2)[CH2:7][CH2:6][NH:5][CH2:4][CH2:3]1.C(N(CC)CC)C.[S:25]1[C:29]2[CH:30]=[CH:31][C:32]([CH2:34][C:35](O)=O)=[CH:33][C:28]=2[CH:27]=[CH:26]1.F[P-](F)(F)(F)(F)F.N1(O[P+](N(C)C)(N(C)C)N(C)C)C2C=CC=CC=2N=N1. (6) Given the product [NH2:43][C:40]1[CH:41]=[CH:42][C:37]([CH:35]2[CH2:34][O:33][CH2:36]2)=[CH:38][C:39]=1[NH:44][C:29](=[O:30])[CH2:28][CH2:27][CH:25]1[CH2:26][CH:23]([N:22]([CH2:21][C@@H:13]2[C@@H:14]3[C@@H:15]([O:16][C:17]([CH3:20])([CH3:19])[O:18]3)[C@H:11]([N:6]3[CH:5]=[N:4][C:3]4[C:7]3=[N:8][CH:9]=[N:10][C:2]=4[NH2:1])[O:12]2)[CH3:32])[CH2:24]1, predict the reactants needed to synthesize it. The reactants are: [NH2:1][C:2]1[N:10]=[CH:9][N:8]=[C:7]2[C:3]=1[N:4]=[CH:5][N:6]2[C@H:11]1[C@@H:15]2[O:16][C:17]([CH3:20])([CH3:19])[O:18][C@@H:14]2[C@@H:13]([CH2:21][N:22]([CH3:32])[CH:23]2[CH2:26][CH:25]([CH2:27][CH2:28][C:29](O)=[O:30])[CH2:24]2)[O:12]1.[O:33]1[CH2:36][CH:35]([C:37]2[CH:38]=[C:39]([NH2:44])[C:40]([NH2:43])=[CH:41][CH:42]=2)[CH2:34]1.C(N(CC)C(C)C)(C)C.F[P-](F)(F)(F)(F)F.C[N+](C)=C(N(C)C)ON1C2N=CC=CC=2N=N1. (7) The reactants are: [F:1][C:2]([F:34])([F:33])[CH2:3][CH2:4][CH:5]([NH:22][C:23]1[CH:32]=[CH:31][C:26]([C:27]([O:29]C)=[O:28])=[CH:25][CH:24]=1)[C:6]1[CH:11]=[CH:10][C:9]([N:12]2[CH:20]=[C:19]3[C:14]([CH2:15][CH2:16][CH2:17][CH2:18]3)=[N:13]2)=[CH:8][C:7]=1[CH3:21].C1COCC1.[OH-].[Na+].Cl. Given the product [F:34][C:2]([F:1])([F:33])[CH2:3][CH2:4][CH:5]([NH:22][C:23]1[CH:24]=[CH:25][C:26]([C:27]([OH:29])=[O:28])=[CH:31][CH:32]=1)[C:6]1[CH:11]=[CH:10][C:9]([N:12]2[CH:20]=[C:19]3[C:14]([CH2:15][CH2:16][CH2:17][CH2:18]3)=[N:13]2)=[CH:8][C:7]=1[CH3:21], predict the reactants needed to synthesize it. (8) Given the product [CH3:29][S:30]([N:33]1[CH2:38][CH2:37][CH:36]([NH:39][C:40]([N:9]2[CH2:10][CH:11]([CH2:23][C:24]([CH3:25])([CH3:27])[CH3:26])[C:12]([C:15]3[CH:20]=[CH:19][C:18]([Cl:21])=[CH:17][C:16]=3[F:22])([C:13]#[N:14])[CH:8]2[C:4]2[CH:5]=[CH:6][CH:7]=[C:2]([Cl:1])[C:3]=2[F:28])=[O:41])[CH2:35][CH2:34]1)(=[O:32])=[O:31], predict the reactants needed to synthesize it. The reactants are: [Cl:1][C:2]1[C:3]([F:28])=[C:4]([CH:8]2[C:12]([C:15]3[CH:20]=[CH:19][C:18]([Cl:21])=[CH:17][C:16]=3[F:22])([C:13]#[N:14])[CH:11]([CH2:23][C:24]([CH3:27])([CH3:26])[CH3:25])[CH2:10][NH:9]2)[CH:5]=[CH:6][CH:7]=1.[CH3:29][S:30]([N:33]1[CH2:38][CH2:37][CH:36]([NH:39][C:40](N2C=CN=C2)=[O:41])[CH2:35][CH2:34]1)(=[O:32])=[O:31]. (9) Given the product [F:1][C:2]([F:7])([F:6])[C:3]([OH:5])=[O:4].[CH:8]([N:11]([CH2:47][CH3:48])[C@@H:12]1[CH2:17][CH2:16][C@H:15]([N:18]2[CH2:22][CH2:21][CH:20]([C:23]3[NH:27][C:26]4[C:28]([C:32]([F:35])([F:33])[F:34])=[CH:29][CH:30]=[CH:31][C:25]=4[N:24]=3)[C:19]2=[O:36])[C@H:14]([CH2:37][S:38]([C:41]2[CH:46]=[CH:45][CH:44]=[CH:43][CH:42]=2)(=[O:39])=[O:40])[CH2:13]1)([CH3:10])[CH3:9], predict the reactants needed to synthesize it. The reactants are: [F:1][C:2]([F:7])([F:6])[C:3]([OH:5])=[O:4].[CH:8]([NH:11][C@@H:12]1[CH2:17][CH2:16][C@H:15]([N:18]2[CH2:22][CH2:21][CH:20]([C:23]3[NH:27][C:26]4[C:28]([C:32]([F:35])([F:34])[F:33])=[CH:29][CH:30]=[CH:31][C:25]=4[N:24]=3)[C:19]2=[O:36])[C@H:14]([CH2:37][S:38]([C:41]2[CH:46]=[CH:45][CH:44]=[CH:43][CH:42]=2)(=[O:40])=[O:39])[CH2:13]1)([CH3:10])[CH3:9].[CH:47](=O)[CH3:48].C(O)(=O)C.C(O[BH-](OC(=O)C)OC(=O)C)(=O)C.[Na+]. (10) Given the product [ClH:1].[Cl:1][C:2]1[CH:7]=[CH:6][C:5]([C:8]2([CH:12]3[C:18]4[CH:19]=[C:20]([O:23][CH3:24])[CH:21]=[CH:22][C:17]=4[O:16][CH2:15][CH2:14][NH:13]3)[CH2:11][CH2:10][CH2:9]2)=[CH:4][CH:3]=1, predict the reactants needed to synthesize it. The reactants are: [Cl:1][C:2]1[CH:7]=[CH:6][C:5]([C:8]2([C:12]3[C:18]4[CH:19]=[C:20]([O:23][CH3:24])[CH:21]=[CH:22][C:17]=4[O:16][CH2:15][CH2:14][N:13]=3)[CH2:11][CH2:10][CH2:9]2)=[CH:4][CH:3]=1.[BH4-].[Na+].